Dataset: Forward reaction prediction with 1.9M reactions from USPTO patents (1976-2016). Task: Predict the product of the given reaction. Given the reactants [Cl:1][C:2]1[CH:6]=[CH:5][S:4][CH:3]=1.C([Li])CCC.[CH3:12][Si:13](Cl)([CH3:15])[CH3:14].O, predict the reaction product. The product is: [Cl:1][C:2]1[CH:6]=[CH:5][S:4][C:3]=1[Si:13]([CH3:15])([CH3:14])[CH3:12].